Regression. Given two drug SMILES strings and cell line genomic features, predict the synergy score measuring deviation from expected non-interaction effect. From a dataset of Merck oncology drug combination screen with 23,052 pairs across 39 cell lines. (1) Drug 1: CCC1(O)CC2CN(CCc3c([nH]c4ccccc34)C(C(=O)OC)(c3cc4c(cc3OC)N(C)C3C(O)(C(=O)OC)C(OC(C)=O)C5(CC)C=CCN6CCC43C65)C2)C1. Drug 2: C#Cc1cccc(Nc2ncnc3cc(OCCOC)c(OCCOC)cc23)c1. Cell line: NCIH1650. Synergy scores: synergy=9.61. (2) Drug 1: O=P1(N(CCCl)CCCl)NCCCO1. Drug 2: NC1(c2ccc(-c3nc4ccn5c(=O)[nH]nc5c4cc3-c3ccccc3)cc2)CCC1. Cell line: A2058. Synergy scores: synergy=10.2. (3) Drug 1: C=CCn1c(=O)c2cnc(Nc3ccc(N4CCN(C)CC4)cc3)nc2n1-c1cccc(C(C)(C)O)n1. Drug 2: CS(=O)(=O)CCNCc1ccc(-c2ccc3ncnc(Nc4ccc(OCc5cccc(F)c5)c(Cl)c4)c3c2)o1. Cell line: ZR751. Synergy scores: synergy=-12.0. (4) Synergy scores: synergy=-4.49. Drug 1: O=C(O)C1(Cc2cccc(Nc3nccs3)n2)CCC(Oc2cccc(Cl)c2F)CC1. Cell line: UWB1289BRCA1. Drug 2: CC(C)CC(NC(=O)C(Cc1ccccc1)NC(=O)c1cnccn1)B(O)O. (5) Drug 1: O=P1(N(CCCl)CCCl)NCCCO1. Drug 2: N#Cc1ccc(Cn2cncc2CN2CCN(c3cccc(Cl)c3)C(=O)C2)cc1. Cell line: NCIH23. Synergy scores: synergy=1.72.